From a dataset of Full USPTO retrosynthesis dataset with 1.9M reactions from patents (1976-2016). Predict the reactants needed to synthesize the given product. (1) Given the product [CH:26]1([N:19]2[C:20]3[C:25](=[CH:24][CH:23]=[CH:22][CH:21]=3)[C:17]([CH2:15][C:11]3[CH:10]=[C:9]([OH:8])[CH:14]=[CH:13][CH:12]=3)=[N:18]2)[CH2:30][CH2:29][CH2:28][CH2:27]1, predict the reactants needed to synthesize it. The reactants are: C([O:8][C:9]1[CH:10]=[C:11]([CH:15]([C:17]2[C:25]3[C:20](=[CH:21][CH:22]=[CH:23][CH:24]=3)[N:19]([CH:26]3[CH2:30][CH2:29][CH2:28][CH2:27]3)[N:18]=2)O)[CH:12]=[CH:13][CH:14]=1)C1C=CC=CC=1. (2) The reactants are: [Cl:1][CH2:2][CH2:3][CH2:4][O:5][C:6]1[CH:14]=[CH:13][C:9]([C:10]([NH2:12])=[O:11])=[CH:8][CH:7]=1.Br[CH2:16][C:17](=O)[C:18]([O:20][CH2:21][CH3:22])=[O:19]. Given the product [Cl:1][CH2:2][CH2:3][CH2:4][O:5][C:6]1[CH:14]=[CH:13][C:9]([C:10]2[O:11][CH:16]=[C:17]([C:18]([O:20][CH2:21][CH3:22])=[O:19])[N:12]=2)=[CH:8][CH:7]=1, predict the reactants needed to synthesize it. (3) Given the product [Cl:33][C:30]1[CH:31]=[CH:32][C:27]([C:25]2[O:26][C:22]3[CH:21]=[C:20]([N:15]([C:12]4[CH:13]=[CH:14][C:9]([OH:8])=[C:10]([F:43])[CH:11]=4)[S:16]([CH3:19])(=[O:18])=[O:17])[C:39]([CH:40]4[CH2:41][CH2:42]4)=[CH:38][C:23]=3[C:24]=2[C:34]([NH:36][CH3:37])=[O:35])=[CH:28][CH:29]=1, predict the reactants needed to synthesize it. The reactants are: C([O:8][C:9]1[CH:14]=[CH:13][C:12]([N:15]([C:20]2[C:39]([CH:40]3[CH2:42][CH2:41]3)=[CH:38][C:23]3[C:24]([C:34]([NH:36][CH3:37])=[O:35])=[C:25]([C:27]4[CH:32]=[CH:31][C:30]([Cl:33])=[CH:29][CH:28]=4)[O:26][C:22]=3[CH:21]=2)[S:16]([CH3:19])(=[O:18])=[O:17])=[CH:11][C:10]=1[F:43])C1C=CC=CC=1. (4) Given the product [CH:1]([C:4]1[CH:9]=[CH:8][C:7]([N:10]([C:12]2[CH:17]=[CH:16][C:15]([O:18][CH3:19])=[CH:14][CH:13]=2)[CH3:11])=[CH:6][C:5]=1[N:20]1[CH2:34][CH2:33][O:32][CH2:31][CH2:30]1)([CH3:3])[CH3:2], predict the reactants needed to synthesize it. The reactants are: [CH:1]([C:4]1[CH:9]=[CH:8][C:7]([N:10]([C:12]2[CH:17]=[CH:16][C:15]([O:18][CH3:19])=[CH:14][CH:13]=2)[CH3:11])=[CH:6][C:5]=1[NH2:20])([CH3:3])[CH3:2].C([O-])([O-])=O.[K+].[K+].[Na+].[I-].Cl[CH2:30][CH2:31][O:32][CH2:33][CH2:34]Cl.